This data is from Reaction yield outcomes from USPTO patents with 853,638 reactions. The task is: Predict the reaction yield, written as a fraction of the theoretical maximum amount of product (1.0 means a 100% yield; for example, 0.34 means a 34% yield). (1) The catalyst is C(O)C. The yield is 0.930. The product is [C:30]1([NH:36][C:37]([NH:1][C:4]2[CH:9]=[CH:8][C:7]([C:10]3[C:14]([C:15]4[CH:20]=[CH:19][N:18]=[C:17]5[NH:21][CH:22]=[CH:23][C:16]=45)=[CH:13][N:12]([CH2:24][C:25]([OH:27])=[O:26])[N:11]=3)=[CH:6][CH:5]=2)=[O:38])[CH:35]=[CH:34][CH:33]=[CH:32][CH:31]=1. The reactants are [N+:1]([C:4]1[CH:9]=[CH:8][C:7]([C:10]2[C:14]([C:15]3[CH:20]=[CH:19][N:18]=[C:17]4[NH:21][CH:22]=[CH:23][C:16]=34)=[CH:13][N:12]([CH2:24][C:25]([OH:27])=[O:26])[N:11]=2)=[CH:6][CH:5]=1)([O-])=O.[Sn].Cl.[C:30]1([N:36]=[C:37]=[O:38])[CH:35]=[CH:34][CH:33]=[CH:32][CH:31]=1. (2) The reactants are C([Sn](CCCC)(CCCC)[C:6]1[CH:11]=[CH:10][CH:9]=[CH:8][N:7]=1)CCC.I[C:21]1[CH:22]=[C:23]([CH:38]=[CH:39][CH:40]=1)[CH:24]=[C:25]1[CH2:30][CH2:29][N:28]([C:31]([O:33][C:34]([CH3:37])([CH3:36])[CH3:35])=[O:32])[CH2:27][CH2:26]1. The catalyst is O1CCCC1.Cl[Pd](Cl)([P](C1C=CC=CC=1)(C1C=CC=CC=1)C1C=CC=CC=1)[P](C1C=CC=CC=1)(C1C=CC=CC=1)C1C=CC=CC=1. The product is [N:7]1[CH:8]=[CH:9][CH:10]=[CH:11][C:6]=1[C:21]1[CH:22]=[C:23]([CH:38]=[CH:39][CH:40]=1)[CH:24]=[C:25]1[CH2:30][CH2:29][N:28]([C:31]([O:33][C:34]([CH3:37])([CH3:36])[CH3:35])=[O:32])[CH2:27][CH2:26]1. The yield is 0.250. (3) The reactants are C[O:2][C:3](=[O:18])[CH:4]=[CH:5][C:6]1[CH:11]=[CH:10][C:9]([C:12]2[CH:17]=[CH:16][CH:15]=[CH:14][CH:13]=2)=[CH:8][CH:7]=1.[OH-].[K+]. The catalyst is C1COCC1.CO. The product is [C:9]1([C:12]2[CH:13]=[CH:14][CH:15]=[CH:16][CH:17]=2)[CH:10]=[CH:11][C:6]([CH:5]=[CH:4][C:3]([OH:18])=[O:2])=[CH:7][CH:8]=1. The yield is 0.840. (4) The reactants are FC(F)(F)C1C=CC(CBr)=CC=1.Br[CH2:14][C:15]1[CH:19]=[C:18]([CH3:20])[O:17][N:16]=1.[CH3:21][C:22]1[N:23]=[C:24]([N:32]2[CH2:36][CH2:35][NH:34][C:33]2=[O:37])[S:25][C:26]=1[C:27]([O:29][CH2:30][CH3:31])=[O:28]. No catalyst specified. The product is [CH3:21][C:22]1[N:23]=[C:24]([N:32]2[CH2:36][CH2:35][N:34]([CH2:14][C:15]3[CH:19]=[C:18]([CH3:20])[O:17][N:16]=3)[C:33]2=[O:37])[S:25][C:26]=1[C:27]([O:29][CH2:30][CH3:31])=[O:28]. The yield is 0.780.